This data is from Full USPTO retrosynthesis dataset with 1.9M reactions from patents (1976-2016). The task is: Predict the reactants needed to synthesize the given product. (1) Given the product [O:1]1[C:5]2[CH:6]=[CH:7][C:8]([CH:10]([CH2:15][C:16]3[CH:17]=[CH:18][CH:19]=[CH:20][CH:21]=3)[CH2:11][CH2:12][OH:13])=[CH:9][C:4]=2[O:3][CH2:2]1, predict the reactants needed to synthesize it. The reactants are: [O:1]1[C:5]2[CH:6]=[CH:7][C:8]([CH:10]([CH2:15][C:16]3[CH:21]=[CH:20][CH:19]=[CH:18][CH:17]=3)[CH2:11][C:12](O)=[O:13])=[CH:9][C:4]=2[O:3][CH2:2]1.[H-].[Al+3].[Li+].[H-].[H-].[H-].O. (2) Given the product [CH3:20][N:12]1[CH2:2][CH2:1][C:15]2[N:12]([CH2:20][CH2:21][C:22]3[CH:23]=[N:24][C:25]([CH3:28])=[CH:26][CH:27]=3)[C:13]3[CH:14]=[CH:15][C:16]([CH3:19])=[CH:17][C:18]=3[C:14]=2[CH2:13]1, predict the reactants needed to synthesize it. The reactants are: [CH3:1][CH2:2]O.CN1CCC(=N[N:12]([CH2:20][CH2:21][C:22]2[CH:23]=[N:24][C:25]([CH3:28])=[CH:26][CH:27]=2)[C:13]2[CH:18]=[CH:17][C:16]([CH3:19])=[CH:15][CH:14]=2)CC1. (3) Given the product [F:21][C@@H:19]1[CH2:20][N:16]([C:14](=[O:15])[CH2:13][NH:12][C:7]23[CH2:10][CH2:11][C:4]([C:1]([O:3][CH2:30][C:29]4[CH:28]=[CH:27][C:26]([C:25]([F:24])([F:34])[F:35])=[CH:33][CH:32]=4)=[O:2])([CH2:9][CH2:8]2)[CH2:5][CH2:6]3)[C@H:17]([C:22]#[N:23])[CH2:18]1, predict the reactants needed to synthesize it. The reactants are: [C:1]([C:4]12[CH2:11][CH2:10][C:7]([NH:12][CH2:13][C:14]([N:16]3[CH2:20][C@@H:19]([F:21])[CH2:18][C@H:17]3[C:22]#[N:23])=[O:15])([CH2:8][CH2:9]1)[CH2:6][CH2:5]2)([OH:3])=[O:2].[F:24][C:25]([F:35])([F:34])[C:26]1[CH:33]=[CH:32][C:29]([CH2:30]Br)=[CH:28][CH:27]=1. (4) Given the product [CH2:1]([C:8]1[S:12][C:11]([N:13]([S:35]([C:32]2[CH:33]=[CH:34][C:27]([CH3:28])=[CH:30][CH:31]=2)(=[O:37])=[O:36])[S:35]([C:32]2[CH:33]=[CH:34][C:29]([CH3:39])=[CH:30][CH:31]=2)(=[O:37])=[O:36])=[N:10][C:9]=1[C:14]1[CH:15]=[CH:16][C:17]([O:20][CH3:21])=[CH:18][CH:19]=1)[C:2]1[CH:3]=[CH:4][CH:5]=[CH:6][CH:7]=1, predict the reactants needed to synthesize it. The reactants are: [CH2:1]([C:8]1[S:12][C:11]([NH2:13])=[N:10][C:9]=1[C:14]1[CH:19]=[CH:18][C:17]([O:20][CH3:21])=[CH:16][CH:15]=1)[C:2]1[CH:7]=[CH:6][CH:5]=[CH:4][CH:3]=1.C(N([CH2:27][CH3:28])CC)C.[C:29]1([CH3:39])[CH:34]=[CH:33][C:32]([S:35](Cl)(=[O:37])=[O:36])=[CH:31][CH:30]=1. (5) Given the product [C:1]([O:5][C:6]([N:7]1[C@@H:19]([C@@H:20]([O:46][CH2:47][C:48]2[CH:49]=[CH:50][CH:51]=[CH:52][CH:53]=2)[C@@H:21]([N:31]([CH2:39][C:40]2[CH:41]=[CH:42][CH:43]=[CH:44][CH:45]=2)[CH2:32][C:33]2[CH:38]=[CH:37][CH:36]=[CH:35][CH:34]=2)[CH2:22][C:23]2[CH:24]=[C:25]([F:30])[CH:26]=[C:27]([F:29])[CH:28]=2)[CH2:54][O:55][C@@H:9]([CH2:10][O:11][CH:12]2[CH2:13][CH2:14][CH2:15][CH2:16][CH2:17]2)[CH2:8]1)=[O:56])([CH3:3])([CH3:2])[CH3:4], predict the reactants needed to synthesize it. The reactants are: [C:1]([O:5][C:6](=[O:56])[N:7]([C@H:19]([CH2:54][OH:55])[C@@H:20]([O:46][CH2:47][C:48]1[CH:53]=[CH:52][CH:51]=[CH:50][CH:49]=1)[C@@H:21]([N:31]([CH2:39][C:40]1[CH:45]=[CH:44][CH:43]=[CH:42][CH:41]=1)[CH2:32][C:33]1[CH:38]=[CH:37][CH:36]=[CH:35][CH:34]=1)[CH2:22][C:23]1[CH:28]=[C:27]([F:29])[CH:26]=[C:25]([F:30])[CH:24]=1)[CH2:8][C@@H:9](O)[CH2:10][O:11][CH:12]1[CH2:17][CH2:16][CH2:15][CH2:14][CH2:13]1)([CH3:4])([CH3:3])[CH3:2].C(P(CCCC)CCCC)CCC. (6) Given the product [C:16]1([C:22]2[CH:23]=[CH:24][C:25]3[N:26]([C:12]([CH:11]([C:7]4[CH:6]=[C:5]5[C:10](=[CH:9][CH:8]=4)[N:1]=[CH:2][CH:3]=[CH:4]5)[CH3:15])=[N:29][N:28]=3)[N:27]=2)[CH:17]=[CH:18][CH:19]=[CH:20][CH:21]=1, predict the reactants needed to synthesize it. The reactants are: [N:1]1[C:10]2[C:5](=[CH:6][C:7]([CH:11]([CH3:15])[C:12](O)=O)=[CH:8][CH:9]=2)[CH:4]=[CH:3][CH:2]=1.[C:16]1([C:22]2[N:27]=[N:26][C:25]([NH:28][NH2:29])=[CH:24][CH:23]=2)[CH:21]=[CH:20][CH:19]=[CH:18][CH:17]=1.Cl. (7) Given the product [CH3:39][O:22][C:21](=[O:23])[CH:20]=[CH:19][C:16]1[CH:17]=[C:18]2[C:13](=[CH:14][CH:15]=1)[N:12]([C:24](=[O:32])[C:25]1[CH:26]=[CH:27][C:28]([F:31])=[CH:29][CH:30]=1)[C@@H:11]([CH3:33])[CH2:10][C@H:9]2[N:8]([C:5]1[CH:6]=[CH:7][C:2]([Cl:1])=[CH:3][CH:4]=1)[C:34](=[O:37])[CH2:35][CH3:36], predict the reactants needed to synthesize it. The reactants are: [Cl:1][C:2]1[CH:7]=[CH:6][C:5]([N:8]([C:34](=[O:37])[CH2:35][CH3:36])[C@H:9]2[C:18]3[C:13](=[CH:14][CH:15]=[C:16]([CH:19]=[CH:20][C:21]([OH:23])=[O:22])[CH:17]=3)[N:12]([C:24](=[O:32])[C:25]3[CH:30]=[CH:29][C:28]([F:31])=[CH:27][CH:26]=3)[C@@H:11]([CH3:33])[CH2:10]2)=[CH:4][CH:3]=1.Br[C:39]1C=C2C(=CC=1)N(C(=O)C1C=CC(F)=CC=1)[C@@H](C)C[C@H]2N(C1C=CC(Cl)=CC=1)C(=O)CC.C1(P(C2C=CC=CC=2)CCCP(C2C=CC=CC=2)C2C=CC=CC=2)C=CC=CC=1.C(OC)(=O)C=C. (8) Given the product [N:37]1([CH2:36][CH2:35]/[CH:34]=[CH:33]/[C:2]2[CH:11]=[C:10]3[C:5]([C:6]([NH:14][C:15]4[CH:16]=[C:17]([O:25][CH3:26])[C:18]([O:23][CH3:24])=[C:19]([O:21][CH3:22])[CH:20]=4)=[C:7]([C:12]#[N:13])[CH:8]=[N:9]3)=[CH:4][CH:3]=2)[CH2:42][CH2:41][O:40][CH2:39][CH2:38]1, predict the reactants needed to synthesize it. The reactants are: Br[C:2]1[CH:11]=[C:10]2[C:5]([C:6]([NH:14][C:15]3[CH:20]=[C:19]([O:21][CH3:22])[C:18]([O:23][CH3:24])=[C:17]([O:25][CH3:26])[CH:16]=3)=[C:7]([C:12]#[N:13])[CH:8]=[N:9]2)=[CH:4][CH:3]=1.C([Sn](CCCC)(CCCC)/C=[CH:33]/[CH2:34][CH2:35][CH2:36][N:37]1[CH2:42][CH2:41][O:40][CH2:39][CH2:38]1)CCC. (9) Given the product [C:1]([OH:8])(=[O:7])/[CH:2]=[CH:3]\[C:4]([OH:6])=[O:5].[Cl:9][C:10]1[CH:11]=[CH:12][C:13]2[CH2:19][CH2:18][NH:17][CH2:16][C@H:15]([CH3:20])[C:14]=2[CH:21]=1, predict the reactants needed to synthesize it. The reactants are: [C:1]([OH:8])(=[O:7])/[CH:2]=[CH:3]\[C:4]([OH:6])=[O:5].[Cl:9][C:10]1[CH:11]=[CH:12][C:13]2[CH2:19][CH2:18][NH:17][CH2:16][C@H:15]([CH3:20])[C:14]=2[CH:21]=1.